Dataset: Reaction yield outcomes from USPTO patents with 853,638 reactions. Task: Predict the reaction yield, written as a fraction of the theoretical maximum amount of product (1.0 means a 100% yield; for example, 0.34 means a 34% yield). (1) The reactants are [Br:1][C:2]1[CH:7]=[CH:6][C:5]([CH:8]2[CH2:14][CH2:13][C:12](=O)[NH:11][C:10]3[N:16]([CH2:25][CH3:26])[N:17]=[C:18]([C:19]4[CH:24]=[CH:23][CH:22]=[CH:21][N:20]=4)[C:9]2=3)=[C:4]([CH3:27])[CH:3]=1.O1CCCC1.B. The product is [Br:1][C:2]1[CH:7]=[CH:6][C:5]([CH:8]2[CH2:14][CH2:13][CH2:12][NH:11][C:10]3[N:16]([CH2:25][CH3:26])[N:17]=[C:18]([C:19]4[CH:24]=[CH:23][CH:22]=[CH:21][N:20]=4)[C:9]2=3)=[C:4]([CH3:27])[CH:3]=1. The yield is 0.690. The catalyst is C1COCC1. (2) The reactants are [CH3:1][C:2]1([CH3:14])S[C@@H:5]2[C@H:7]([NH2:10])[C:8](=[O:9])[N:4]2[C@H:3]1[C:11]([OH:13])=[O:12].[Mn]([O-])(=O)(=O)=O.[K+].[S:21](=[O:25])(=O)(O)[OH:22].S(=O)(O)[O-].[Na+].N. The catalyst is O.C(#N)C. The product is [NH2:10][C@H:7]1[C:8](=[O:9])[N:4]2[C@@H:5]1[S:21](=[O:25])(=[O:22])[C:2]([CH3:14])([CH3:1])[C@@H:3]2[C:11]([OH:13])=[O:12]. The yield is 0.780. (3) The reactants are [NH:1]1[C:9]2[C:4](=[CH:5][C:6]([C:10]3([C:13]([O:15]C)=[O:14])[CH2:12][CH2:11]3)=[CH:7][CH:8]=2)[CH:3]=[CH:2]1.[Li+].[OH-].Cl. The catalyst is CO.O. The product is [NH:1]1[C:9]2[C:4](=[CH:5][C:6]([C:10]3([C:13]([OH:15])=[O:14])[CH2:12][CH2:11]3)=[CH:7][CH:8]=2)[CH:3]=[CH:2]1. The yield is 0.870. (4) The reactants are [CH3:1][C:2]1[CH:20]=[CH:19][C:5]([C:6]([NH:8][CH:9]2[C:14]([CH3:16])([CH3:15])[CH:13]3[CH2:17][C:10]2([CH3:18])[CH2:11][CH2:12]3)=[O:7])=[CH:4][C:3]=1[S:21]([N:24]1[CH2:29][CH2:28][NH:27][CH2:26][CH2:25]1)(=[O:23])=[O:22].[CH3:30][S:31](Cl)(=[O:33])=[O:32]. The catalyst is ClCCl. The product is [CH3:30][S:31]([N:27]1[CH2:28][CH2:29][N:24]([S:21]([C:3]2[CH:4]=[C:5]([CH:19]=[CH:20][C:2]=2[CH3:1])[C:6]([NH:8][CH:9]2[C:14]([CH3:15])([CH3:16])[CH:13]3[CH2:17][C:10]2([CH3:18])[CH2:11][CH2:12]3)=[O:7])(=[O:23])=[O:22])[CH2:25][CH2:26]1)(=[O:33])=[O:32]. The yield is 0.440. (5) The reactants are [C:1]([O:5][C:6]([N:8]([C:13]1[CH:14]=[C:15]([CH:20]=[CH:21][C:22]=1[O:23][CH3:24])[C:16]([O:18]C)=[O:17])[S:9]([CH3:12])(=[O:11])=[O:10])=[O:7])([CH3:4])([CH3:3])[CH3:2].[Li+].[OH-].Cl. The catalyst is C1COCC1. The product is [C:1]([O:5][C:6]([N:8]([C:13]1[CH:14]=[C:15]([CH:20]=[CH:21][C:22]=1[O:23][CH3:24])[C:16]([OH:18])=[O:17])[S:9]([CH3:12])(=[O:11])=[O:10])=[O:7])([CH3:4])([CH3:3])[CH3:2]. The yield is 0.575. (6) The reactants are Cl[C:2]1[N:6]([CH3:7])[N:5]=[CH:4][C:3]=1[N+:8]([O-:10])=[O:9].[F:11][C:12]1([F:19])[CH2:18][CH2:17][CH2:16][NH:15][CH2:14][CH2:13]1. No catalyst specified. The product is [F:11][C:12]1([F:19])[CH2:18][CH2:17][CH2:16][N:15]([C:2]2[N:6]([CH3:7])[N:5]=[CH:4][C:3]=2[N+:8]([O-:10])=[O:9])[CH2:14][CH2:13]1. The yield is 1.00. (7) The reactants are Cl[CH2:2][C:3]1[N:4]=[C:5]([C:8]2[CH:13]=[CH:12][CH:11]=[CH:10][CH:9]=2)[O:6][CH:7]=1.[OH:14][C:15]1[CH:41]=[CH:40][C:18]([C:19]([C:21]2[CH:37]=[CH:36][C:35]([O:38][CH3:39])=[CH:34][C:22]=2[O:23][C:24]([CH3:33])([CH3:32])[C:25]([O:27]C(C)(C)C)=[O:26])=[O:20])=[CH:17][CH:16]=1.C(=O)([O-])[O-].[K+].[K+].CN(C)C=O. The catalyst is O. The product is [CH3:39][O:38][C:35]1[CH:36]=[CH:37][C:21]([C:19](=[O:20])[C:18]2[CH:17]=[CH:16][C:15]([O:14][CH2:2][C:3]3[N:4]=[C:5]([C:8]4[CH:13]=[CH:12][CH:11]=[CH:10][CH:9]=4)[O:6][CH:7]=3)=[CH:41][CH:40]=2)=[C:22]([CH:34]=1)[O:23][C:24]([CH3:33])([CH3:32])[C:25]([OH:27])=[O:26]. The yield is 0.830. (8) The reactants are [C:1]([O:5][C:6](=[O:20])[C:7]([CH3:19])([S:9][C:10]1[CH:18]=[CH:17][C:13]([C:14]([OH:16])=[O:15])=[CH:12][CH:11]=1)[CH3:8])([CH3:4])([CH3:3])[CH3:2].[CH2:21]([N:28]1[CH:32]=[C:31]([CH2:33]O)[N:30]=[N:29]1)[C:22]1[CH:27]=[CH:26][CH:25]=[CH:24][CH:23]=1.C1(N=C=NC2CCCCC2)CCCCC1. The catalyst is CN(C)C1C=CN=CC=1.ClCCl. The product is [C:1]([O:5][C:6](=[O:20])[C:7]([CH3:8])([S:9][C:10]1[CH:11]=[CH:12][C:13]([C:14]([O:16][CH2:33][C:31]2[N:30]=[N:29][N:28]([CH2:21][C:22]3[CH:27]=[CH:26][CH:25]=[CH:24][CH:23]=3)[CH:32]=2)=[O:15])=[CH:17][CH:18]=1)[CH3:19])([CH3:2])([CH3:3])[CH3:4]. The yield is 0.920. (9) The product is [Cl:1][C:2]1[CH:7]=[CH:6][C:5]([S:8]([N:11]([CH2:12][C:13]2[CH:14]=[CH:15][C:16]([C:17]([O:19][CH3:20])=[O:18])=[CH:21][CH:22]=2)[CH:30]([C:27]2[CH:28]=[CH:29][C:24]([F:23])=[CH:25][CH:26]=2)[CH2:31][CH3:32])(=[O:10])=[O:9])=[CH:4][CH:3]=1. The yield is 0.100. The reactants are [Cl:1][C:2]1[CH:7]=[CH:6][C:5]([S:8]([NH:11][CH2:12][C:13]2[CH:22]=[CH:21][C:16]([C:17]([O:19][CH3:20])=[O:18])=[CH:15][CH:14]=2)(=[O:10])=[O:9])=[CH:4][CH:3]=1.[F:23][C:24]1[CH:29]=[CH:28][C:27]([CH:30](O)[CH2:31][CH3:32])=[CH:26][CH:25]=1.C1C=CC(P(C2C=CC=CC=2)C2C=CC=CC=2)=CC=1.N(C(OC(C)C)=O)=NC(OC(C)C)=O. The catalyst is C1COCC1.O.